This data is from Catalyst prediction with 721,799 reactions and 888 catalyst types from USPTO. The task is: Predict which catalyst facilitates the given reaction. Reactant: [Br:1][C:2]1[CH:7]=[CH:6][CH:5]=[CH:4][C:3]=1[C@@H:8]([NH:13][C:14](=[O:20])[O:15][C:16]([CH3:19])([CH3:18])[CH3:17])[CH2:9][CH2:10][CH2:11][OH:12].C(N(C(C)C)C(C)C)C.[CH3:30][S:31](Cl)(=[O:33])=[O:32]. Product: [CH3:30][S:31]([O:12][CH2:11][CH2:10][CH2:9][C@@H:8]([C:3]1[CH:4]=[CH:5][CH:6]=[CH:7][C:2]=1[Br:1])[NH:13][C:14]([O:15][C:16]([CH3:17])([CH3:19])[CH3:18])=[O:20])(=[O:33])=[O:32]. The catalyst class is: 2.